Predict which catalyst facilitates the given reaction. From a dataset of Catalyst prediction with 721,799 reactions and 888 catalyst types from USPTO. (1) Reactant: O[CH2:2][C:3]1[N:7]([CH2:8][CH2:9][CH2:10][C:11]([F:14])([F:13])[F:12])[C:6]2[CH:15]=[CH:16][C:17]([CH2:19][NH:20][C:21](=[O:27])[O:22][C:23]([CH3:26])([CH3:25])[CH3:24])=[CH:18][C:5]=2[N:4]=1.S(Cl)(Cl)=O.[CH:32]1([N:35]2[CH2:44][C:43]3[C:38](=[CH:39][CH:40]=[CH:41][CH:42]=3)[NH:37][C:36]2=[O:45])[CH2:34][CH2:33]1.[H-].[Na+]. Product: [CH:32]1([N:35]2[CH2:44][C:43]3[C:38](=[CH:39][CH:40]=[CH:41][CH:42]=3)[N:37]([CH2:2][C:3]3[N:7]([CH2:8][CH2:9][CH2:10][C:11]([F:12])([F:13])[F:14])[C:6]4[CH:15]=[CH:16][C:17]([CH2:19][NH:20][C:21](=[O:27])[O:22][C:23]([CH3:25])([CH3:24])[CH3:26])=[CH:18][C:5]=4[N:4]=3)[C:36]2=[O:45])[CH2:34][CH2:33]1. The catalyst class is: 59. (2) Reactant: [CH3:1][C:2]1[N:7]=[C:6]2[N:8]([C:11]3[CH:16]=[CH:15][CH:14]=[CH:13][CH:12]=3)[N:9]=[CH:10][C:5]2=[C:4]([NH2:17])[N:3]=1.[CH3:18][C:19]([C:29]1[C:37]2[O:36][CH2:35][CH2:34][C:33]=2[CH:32]=[CH:31][CH:30]=1)([CH3:28])[CH2:20][C:21]1([C:24]([F:27])([F:26])[F:25])[CH2:23][O:22]1.CC(C)([O-])C.[K+]. Product: [O:36]1[C:37]2[C:29]([C:19]([CH3:28])([CH3:18])[CH2:20][C:21]([CH2:23][NH:17][C:4]3[N:3]=[C:2]([CH3:1])[N:7]=[C:6]4[N:8]([C:11]5[CH:16]=[CH:15][CH:14]=[CH:13][CH:12]=5)[N:9]=[CH:10][C:5]=34)([OH:22])[C:24]([F:26])([F:27])[F:25])=[CH:30][CH:31]=[CH:32][C:33]=2[CH2:34][CH2:35]1. The catalyst class is: 9. (3) Reactant: [CH3:1][C:2]1[C:10]2[C:5](=[CH:6][C:7]([CH:11]([CH2:17][N+:18]([O-])=O)[CH2:12][C:13](OC)=[O:14])=[CH:8][CH:9]=2)[N:4]([CH2:21][CH2:22][CH2:23][C:24]2[CH:29]=[CH:28][CH:27]=[CH:26][CH:25]=2)[CH:3]=1.[H][H]. Product: [CH3:1][C:2]1[C:10]2[C:5](=[CH:6][C:7]([CH:11]3[CH2:17][NH:18][C:13](=[O:14])[CH2:12]3)=[CH:8][CH:9]=2)[N:4]([CH2:21][CH2:22][CH2:23][C:24]2[CH:29]=[CH:28][CH:27]=[CH:26][CH:25]=2)[CH:3]=1. The catalyst class is: 94. (4) The catalyst class is: 487. Product: [CH3:6][C:1]1[C:34](=[O:37])[O:35][CH:3]([C:28]2[CH:29]=[CH:30][CH:31]=[CH:32][CH:33]=2)[C:2]=1[C:1]1[CH:6]=[CH:5][CH:4]=[CH:3][CH:2]=1. Reactant: [C:1]1(B(O)O)[CH:6]=[CH:5][CH:4]=[CH:3][CH:2]=1.F[B-](F)(F)F.[CH:28]1([PH+]([CH:28]2[CH2:33][CH2:32][CH2:31][CH2:30][CH2:29]2)[CH:28]2[CH2:33][CH2:32][CH2:31][CH2:30][CH2:29]2)[CH2:33][CH2:32][CH2:31][CH2:30][CH2:29]1.[C:34](=[O:37])([O-])[O-:35].[K+].[K+].